Dataset: Catalyst prediction with 721,799 reactions and 888 catalyst types from USPTO. Task: Predict which catalyst facilitates the given reaction. (1) Reactant: [NH2:1][C:2]1[CH:6]=[C:5]([OH:7])[NH:4][N:3]=1.C1(P(C2C=CC=CC=2)C2C=CC=CC=2)C=CC=CC=1.CC(OC(/N=N/C(OC(C)C)=O)=O)C.[F:41][C:42]1[C:43]([CH2:50]O)=[CH:44][C:45]([O:48][CH3:49])=[N:46][CH:47]=1. Product: [F:41][C:42]1[C:43]([CH2:50][O:7][C:5]2[NH:4][N:3]=[C:2]([NH2:1])[CH:6]=2)=[CH:44][C:45]([O:48][CH3:49])=[N:46][CH:47]=1. The catalyst class is: 168. (2) Reactant: [Br:1][C:2]1[N+:7]([O-])=[CH:6][C:5]([NH:9][CH3:10])=[C:4]([N+:11]([O-:13])=[O:12])[CH:3]=1.P(Br)(Br)Br. Product: [Br:1][C:2]1[N:7]=[CH:6][C:5]([NH:9][CH3:10])=[C:4]([N+:11]([O-:13])=[O:12])[CH:3]=1. The catalyst class is: 4. (3) Reactant: [C:1]([O:5][C:6]([N:8]1[CH2:14][CH:13]2[CH:9]1[CH2:10][NH:11][CH2:12]2)=[O:7])([CH3:4])([CH3:3])[CH3:2].[C:15]1([C:24]2[CH:29]=[CH:28][CH:27]=[CH:26][CH:25]=2)[C:16]([C:21](O)=[O:22])=[CH:17][CH:18]=[CH:19][CH:20]=1.CN(C(ON1N=NC2C=CC=NC1=2)=[N+](C)C)C.F[P-](F)(F)(F)(F)F.CCN(C(C)C)C(C)C. Product: [C:1]([O:5][C:6]([N:8]1[CH2:14][CH:13]2[CH:9]1[CH2:10][N:11]([C:21]([C:16]1[C:15]([C:24]3[CH:29]=[CH:28][CH:27]=[CH:26][CH:25]=3)=[CH:20][CH:19]=[CH:18][CH:17]=1)=[O:22])[CH2:12]2)=[O:7])([CH3:4])([CH3:2])[CH3:3]. The catalyst class is: 18. (4) The catalyst class is: 2. Product: [N+:18]([C:21]1[CH:26]=[CH:25][C:24]([CH2:27][CH2:28][N:29]2[CH2:30][CH2:31][N:32]([CH2:5][CH2:4][C:7]3[CH:16]=[CH:15][C:10]4[C:11](=[O:14])[O:12][CH2:13][C:9]=4[CH:8]=3)[CH2:33][CH2:34]2)=[CH:23][CH:22]=1)([O-:20])=[O:19]. Reactant: O=[O+][O-].[CH2:4]([C:7]1[CH:16]=[CH:15][C:10]2[C:11](=[O:14])[O:12][CH2:13][C:9]=2[CH:8]=1)[CH:5]=C.Cl.[N+:18]([C:21]1[CH:26]=[CH:25][C:24]([CH2:27][CH2:28][N:29]2[CH2:34][CH2:33][NH:32][CH2:31][CH2:30]2)=[CH:23][CH:22]=1)([O-:20])=[O:19].C(N(CC)CC)C.[BH-](OC(C)=O)(OC(C)=O)OC(C)=O.[Na+]. (5) Reactant: C([O:4][CH2:5][C:6]([CH3:45])([CH3:44])[CH2:7][N:8]1[C:14]2[CH:15]=[CH:16][C:17]([Cl:19])=[CH:18][C:13]=2[C@@H:12]([C:20]2[CH:25]=[CH:24][CH:23]=[C:22]([O:26][CH3:27])[C:21]=2[O:28][CH3:29])[O:11][C@H:10]([CH2:30][C:31]2[S:32][C:33](/[CH:36]=[CH:37]/C(OCC)=O)=[CH:34][N:35]=2)[C:9]1=[O:43])(=O)C.[OH-:46].[Na+].[CH2:48]([OH:50])C.Cl. Product: [Cl:19][C:17]1[CH:16]=[CH:15][C:14]2[N:8]([CH2:7][C:6]([CH3:45])([CH3:44])[CH2:5][OH:4])[C:9](=[O:43])[C@@H:10]([CH2:30][C:31]3[S:32][C:33]([C:36](=[CH2:37])[C:48]([OH:50])=[O:46])=[CH:34][N:35]=3)[O:11][C@H:12]([C:20]3[CH:25]=[CH:24][CH:23]=[C:22]([O:26][CH3:27])[C:21]=3[O:28][CH3:29])[C:13]=2[CH:18]=1. The catalyst class is: 13. (6) Reactant: C1C=CC(P(C2C(C3C(P(C4C=CC=CC=4)C4C=CC=CC=4)=CC=C4C=3C=CC=C4)=C3C(C=CC=C3)=CC=2)C2C=CC=CC=2)=CC=1.N#N.[CH3:49][O:50][C:51]1[CH:52]=[C:53]([CH:55]=[C:56]([O:58][CH2:59][CH2:60][O:61][CH2:62][CH2:63][O:64][CH2:65][CH2:66][O:67][CH3:68])[CH:57]=1)[NH2:54].Cl[C:70]1[CH:75]=[C:74]([O:76][C:77]2[C:86]3[C:81](=[CH:82][CH:83]=[CH:84][CH:85]=3)[C:80]([NH:87][C:88](=[O:94])[O:89][C:90]([CH3:93])([CH3:92])[CH3:91])=[CH:79][CH:78]=2)[CH:73]=[CH:72][N:71]=1. The catalyst class is: 488. Product: [CH3:49][O:50][C:51]1[CH:52]=[C:53]([NH:54][C:70]2[CH:75]=[C:74]([O:76][C:77]3[C:86]4[C:81](=[CH:82][CH:83]=[CH:84][CH:85]=4)[C:80]([NH:87][C:88](=[O:94])[O:89][C:90]([CH3:92])([CH3:91])[CH3:93])=[CH:79][CH:78]=3)[CH:73]=[CH:72][N:71]=2)[CH:55]=[C:56]([O:58][CH2:59][CH2:60][O:61][CH2:62][CH2:63][O:64][CH2:65][CH2:66][O:67][CH3:68])[CH:57]=1.